From a dataset of NCI-60 drug combinations with 297,098 pairs across 59 cell lines. Regression. Given two drug SMILES strings and cell line genomic features, predict the synergy score measuring deviation from expected non-interaction effect. (1) Drug 1: COC1=NC(=NC2=C1N=CN2C3C(C(C(O3)CO)O)O)N. Drug 2: C(CCl)NC(=O)N(CCCl)N=O. Cell line: ACHN. Synergy scores: CSS=2.02, Synergy_ZIP=2.65, Synergy_Bliss=5.21, Synergy_Loewe=-0.0195, Synergy_HSA=-0.397. (2) Drug 1: CCC1(CC2CC(C3=C(CCN(C2)C1)C4=CC=CC=C4N3)(C5=C(C=C6C(=C5)C78CCN9C7C(C=CC9)(C(C(C8N6C)(C(=O)OC)O)OC(=O)C)CC)OC)C(=O)OC)O.OS(=O)(=O)O. Drug 2: C1=CN(C=N1)CC(O)(P(=O)(O)O)P(=O)(O)O. Cell line: U251. Synergy scores: CSS=1.68, Synergy_ZIP=0.611, Synergy_Bliss=-0.576, Synergy_Loewe=-0.256, Synergy_HSA=-0.508. (3) Cell line: OVCAR3. Drug 1: C1=CN(C(=O)N=C1N)C2C(C(C(O2)CO)O)O.Cl. Synergy scores: CSS=16.6, Synergy_ZIP=-2.73, Synergy_Bliss=3.51, Synergy_Loewe=-19.1, Synergy_HSA=0.365. Drug 2: C1CNP(=O)(OC1)N(CCCl)CCCl.